The task is: Predict the product of the given reaction.. This data is from Forward reaction prediction with 1.9M reactions from USPTO patents (1976-2016). (1) Given the reactants [C:1]([O:5][C@@H:6]([C:12]1[C:46]([CH3:47])=[CH:45][C:15]2[N:16]=[C:17]([C:19]3[CH:24]=[CH:23][N:22]=[C:21]([C:25]4[CH:26]=[C:27]5[C:31](=[CH:32][CH:33]=4)[N:30]([CH:34]4[CH2:37][N:36](C(OC(C)(C)C)=O)[CH2:35]4)[N:29]=[CH:28]5)[CH:20]=3)[S:18][C:14]=2[C:13]=1[C:48]1[CH:53]=[CH:52][C:51]([Cl:54])=[CH:50][CH:49]=1)[C:7]([O:9][CH2:10][CH3:11])=[O:8])([CH3:4])([CH3:3])[CH3:2].Cl.CCOC(C)=O, predict the reaction product. The product is: [NH:36]1[CH2:37][CH:34]([N:30]2[C:31]3[C:27](=[CH:26][C:25]([C:21]4[CH:20]=[C:19]([C:17]5[S:18][C:14]6[C:13]([C:48]7[CH:49]=[CH:50][C:51]([Cl:54])=[CH:52][CH:53]=7)=[C:12]([C@H:6]([O:5][C:1]([CH3:4])([CH3:3])[CH3:2])[C:7]([O:9][CH2:10][CH3:11])=[O:8])[C:46]([CH3:47])=[CH:45][C:15]=6[N:16]=5)[CH:24]=[CH:23][N:22]=4)=[CH:33][CH:32]=3)[CH:28]=[N:29]2)[CH2:35]1. (2) Given the reactants C[O:2][C:3]1[CH:8]=[CH:7][C:6]([CH2:9][CH2:10][CH2:11][C:12]([OH:14])=[O:13])=[CH:5][CH:4]=1.Cl.N1C=CC=CC=1.C(O)(=O)C.Cl, predict the reaction product. The product is: [OH:2][C:3]1[CH:4]=[CH:5][C:6]([CH2:9][CH2:10][CH2:11][C:12]([OH:14])=[O:13])=[CH:7][CH:8]=1.